From a dataset of NCI-60 drug combinations with 297,098 pairs across 59 cell lines. Regression. Given two drug SMILES strings and cell line genomic features, predict the synergy score measuring deviation from expected non-interaction effect. (1) Cell line: NCI-H460. Drug 1: CCCS(=O)(=O)NC1=C(C(=C(C=C1)F)C(=O)C2=CNC3=C2C=C(C=N3)C4=CC=C(C=C4)Cl)F. Synergy scores: CSS=2.29, Synergy_ZIP=2.06, Synergy_Bliss=4.20, Synergy_Loewe=0.267, Synergy_HSA=1.46. Drug 2: N.N.Cl[Pt+2]Cl. (2) Drug 1: CC1=C2C(C(=O)C3(C(CC4C(C3C(C(C2(C)C)(CC1OC(=O)C(C(C5=CC=CC=C5)NC(=O)OC(C)(C)C)O)O)OC(=O)C6=CC=CC=C6)(CO4)OC(=O)C)OC)C)OC. Drug 2: COCCOC1=C(C=C2C(=C1)C(=NC=N2)NC3=CC=CC(=C3)C#C)OCCOC.Cl. Cell line: HOP-62. Synergy scores: CSS=43.9, Synergy_ZIP=5.82, Synergy_Bliss=6.42, Synergy_Loewe=-21.1, Synergy_HSA=5.77. (3) Drug 1: C1CN1P(=S)(N2CC2)N3CC3. Drug 2: B(C(CC(C)C)NC(=O)C(CC1=CC=CC=C1)NC(=O)C2=NC=CN=C2)(O)O. Cell line: SR. Synergy scores: CSS=69.5, Synergy_ZIP=0.481, Synergy_Bliss=1.68, Synergy_Loewe=-3.46, Synergy_HSA=1.04. (4) Drug 1: CS(=O)(=O)OCCCCOS(=O)(=O)C. Drug 2: C1=NNC2=C1C(=O)NC=N2. Cell line: UO-31. Synergy scores: CSS=3.62, Synergy_ZIP=-0.994, Synergy_Bliss=1.72, Synergy_Loewe=1.37, Synergy_HSA=1.80. (5) Drug 1: C1=C(C(=O)NC(=O)N1)N(CCCl)CCCl. Drug 2: C1=CC(=CC=C1CC(C(=O)O)N)N(CCCl)CCCl.Cl. Cell line: MDA-MB-231. Synergy scores: CSS=27.4, Synergy_ZIP=0.667, Synergy_Bliss=3.02, Synergy_Loewe=3.58, Synergy_HSA=5.59. (6) Drug 1: CC1=C(C(=O)C2=C(C1=O)N3CC4C(C3(C2COC(=O)N)OC)N4)N. Drug 2: C1CN(P(=O)(OC1)NCCCl)CCCl. Cell line: PC-3. Synergy scores: CSS=20.4, Synergy_ZIP=2.69, Synergy_Bliss=3.52, Synergy_Loewe=-9.77, Synergy_HSA=3.24.